From a dataset of Full USPTO retrosynthesis dataset with 1.9M reactions from patents (1976-2016). Predict the reactants needed to synthesize the given product. Given the product [CH:65]1([N:62]2[CH2:61][CH2:60][N:40]3[C:41]([CH2:45][C:46]4([N:51]5[C:55]6=[N:56][CH:57]=[CH:58][CH:59]=[C:54]6[CH:53]=[CH:52]5)[CH2:47][CH2:48][CH2:49][CH2:50]4)=[N:42][C:43](=[O:44])[C:38]([OH:37])=[C:39]3[C:63]2=[O:64])[CH2:68][CH2:67][CH2:66]1, predict the reactants needed to synthesize it. The reactants are: OC1C(=O)N=C(CC2(N3C4=NC=CC=C4C=C3)CCCC2)N2CCN(C)C(=O)C=12.C([O:37][C:38]1[C:43](=[O:44])[N:42]=[C:41]([CH2:45][C:46]2([N:51]3[C:55]4=[N:56][CH:57]=[CH:58][CH:59]=[C:54]4[CH:53]=[CH:52]3)[CH2:50][CH2:49][CH2:48][CH2:47]2)[N:40]2[CH2:60][CH2:61][N:62]([CH:65]3[CH2:68][CH2:67][CH2:66]3)[C:63](=[O:64])[C:39]=12)C1C=CC=CC=1.